From a dataset of Full USPTO retrosynthesis dataset with 1.9M reactions from patents (1976-2016). Predict the reactants needed to synthesize the given product. (1) The reactants are: [CH:1]([S:4]([CH2:7][C:8]1[CH:13]=[C:12]([N:14]2[CH2:19][CH2:18][O:17][CH2:16][C@@H:15]2[CH3:20])[N:11]=[C:10]([C:21]2[CH:26]=[CH:25][C:24]([NH2:27])=[CH:23][CH:22]=2)[N:9]=1)(=[O:6])=[O:5])([CH3:3])[CH3:2].C(=O)(O)[O-].[Na+].Cl[C:34]([O:36][C:37]1[CH:42]=[CH:41][CH:40]=[CH:39][CH:38]=1)=[O:35]. Given the product [CH:1]([S:4]([CH2:7][C:8]1[CH:13]=[C:12]([N:14]2[CH2:19][CH2:18][O:17][CH2:16][C@@H:15]2[CH3:20])[N:11]=[C:10]([C:21]2[CH:22]=[CH:23][C:24]([NH:27][C:34](=[O:35])[O:36][C:37]3[CH:42]=[CH:41][CH:40]=[CH:39][CH:38]=3)=[CH:25][CH:26]=2)[N:9]=1)(=[O:5])=[O:6])([CH3:2])[CH3:3], predict the reactants needed to synthesize it. (2) Given the product [Cl:1][C:2]1[CH:3]=[CH:4][C:5]2[N:11]3[CH:12]=[CH:13][CH:14]=[C:10]3[C@@H:9]([CH2:15][C:16]([OH:18])=[O:17])[CH2:8][C@H:7]([C:21]3[CH:26]=[CH:25][CH:24]=[C:23]([O:27][CH3:28])[C:22]=3[O:29][CH3:30])[C:6]=2[CH:31]=1, predict the reactants needed to synthesize it. The reactants are: [Cl:1][C:2]1[CH:3]=[CH:4][C:5]2[N:11]3[CH:12]=[CH:13][CH:14]=[C:10]3[C@@H:9]([CH2:15][C:16]([O:18]CC)=[O:17])[CH2:8][C@H:7]([C:21]3[CH:26]=[CH:25][CH:24]=[C:23]([O:27][CH3:28])[C:22]=3[O:29][CH3:30])[C:6]=2[CH:31]=1.C(=O)([O-])[O-].[K+].[K+].Cl. (3) Given the product [CH2:1]([O:8][C:9]1[CH:10]=[C:11]([CH2:15][C:16]([OH:18])=[O:17])[CH:12]=[CH:13][CH:14]=1)[C:2]1[CH:3]=[CH:4][CH:5]=[CH:6][CH:7]=1, predict the reactants needed to synthesize it. The reactants are: [CH2:1]([O:8][C:9]1[CH:10]=[C:11]([CH2:15][C:16]([O:18]CC)=[O:17])[CH:12]=[CH:13][CH:14]=1)[C:2]1[CH:7]=[CH:6][CH:5]=[CH:4][CH:3]=1.[OH-].[Na+]. (4) Given the product [I:1][CH2:2][C:3]1[N:4]=[C:35]([C:34]2[CH:33]=[CH:32][C:31]([CH:28]([CH3:30])[CH3:29])=[CH:38][CH:37]=2)[O:36][C:7]=1[CH3:8], predict the reactants needed to synthesize it. The reactants are: [I:1][CH2:2][C:3]1[N:4]=C(C2C=CC(C)=CC=2)O[C:7]=1[C:8]1C=CC=CC=1.C/C(/C(C)=O)=N\O.[CH:28]([C:31]1[CH:38]=[CH:37][C:34]([CH:35]=[O:36])=[CH:33][CH:32]=1)([CH3:30])[CH3:29]. (5) Given the product [CH3:1][O:2][C:3](=[O:20])[C:4]1[CH:13]=[C:12]([O:14][C@@H:15]([CH3:19])[CH2:16][O:17][CH3:18])[CH:11]=[C:6]([C:7]([OH:9])=[O:8])[CH:5]=1, predict the reactants needed to synthesize it. The reactants are: [CH3:1][O:2][C:3](=[O:20])[C:4]1[CH:13]=[C:12]([O:14][C@@H:15]([CH3:19])[CH2:16][O:17][CH3:18])[CH:11]=[C:6]([C:7]([O:9]C)=[O:8])[CH:5]=1.[OH-].[K+].